From a dataset of Reaction yield outcomes from USPTO patents with 853,638 reactions. Predict the reaction yield, written as a fraction of the theoretical maximum amount of product (1.0 means a 100% yield; for example, 0.34 means a 34% yield). The yield is 0.370. No catalyst specified. The reactants are [CH2:1]([O:3][C:4](=[O:17])[C:5]#[C:6][C:7]1[C:16]2[C:11](=[CH:12][CH:13]=[CH:14][CH:15]=2)[CH:10]=[CH:9][CH:8]=1)[CH3:2].[C:18]([O:22][C:23]([N:25]1[C:34]2[C:29](=[CH:30][CH:31]=[C:32]([CH2:35][CH2:36][O:37][C:38]3[CH:39]=[C:40]4[C:44](=[CH:45][CH:46]=3)[NH:43][CH:42]=[CH:41]4)[N:33]=2)[CH2:28][CH2:27][CH2:26]1)=[O:24])([CH3:21])([CH3:20])[CH3:19]. The product is [C:18]([O:22][C:23]([N:25]1[C:34]2[C:29](=[CH:30][CH:31]=[C:32]([CH2:35][CH2:36][O:37][C:38]3[CH:39]=[C:40]4[C:44](=[CH:45][CH:46]=3)[N:43]([C:6]([C:7]3[C:16]5[C:11](=[CH:12][CH:13]=[CH:14][CH:15]=5)[CH:10]=[CH:9][CH:8]=3)=[CH:5][C:4]([O:3][CH2:1][CH3:2])=[O:17])[CH:42]=[CH:41]4)[N:33]=2)[CH2:28][CH2:27][CH2:26]1)=[O:24])([CH3:21])([CH3:19])[CH3:20].